Dataset: hERG Central: cardiac toxicity at 1µM, 10µM, and general inhibition. Task: Predict hERG channel inhibition at various concentrations. (1) The molecule is CCC1CCCN1Cn1cnc2c([nH]c3ccc(OC)cc32)c1=O. Results: hERG_inhib (hERG inhibition (general)): blocker. (2) The molecule is Cc1ccccc1OCC(O)Cn1c(=N)n(CCN2CCOCC2)c2ccccc21.Cl. Results: hERG_inhib (hERG inhibition (general)): blocker. (3) The molecule is CCOC(=O)c1cnc2c(C)cccc2c1NCCc1ccc(OC)c(OC)c1. Results: hERG_inhib (hERG inhibition (general)): blocker. (4) The molecule is COc1cc(C(=O)N2CCN(C(=O)COc3ccc4ccccc4c3)CC2)cc(OC)c1OC. Results: hERG_inhib (hERG inhibition (general)): blocker. (5) The molecule is O=C1CCCc2c1cc(C(=O)NCc1ccco1)c(=O)n2-c1ccc(Cl)cc1. Results: hERG_inhib (hERG inhibition (general)): blocker.